This data is from Full USPTO retrosynthesis dataset with 1.9M reactions from patents (1976-2016). The task is: Predict the reactants needed to synthesize the given product. Given the product [CH2:16]1[C:25]2[C:20](=[CH:21][CH:22]=[CH:23][CH:24]=2)[CH2:19][CH:18]([C:26]([OH:28])=[O:27])[NH:17]1, predict the reactants needed to synthesize it. The reactants are: C12(CS(O)(=O)=O)C(C)(C)C(CC1)CC2=O.[CH2:16]1[C:25]2[C:20](=[CH:21][CH:22]=[CH:23][CH:24]=2)[CH2:19][CH:18]([C:26]([O:28]CC2C=CC=CC=2)=[O:27])[NH:17]1.